This data is from Catalyst prediction with 721,799 reactions and 888 catalyst types from USPTO. The task is: Predict which catalyst facilitates the given reaction. (1) Reactant: C([N:8]1[CH2:13][CH2:12][CH2:11][C@H:10]([N:14]([CH3:32])[C:15]2[N:20]=[CH:19][N:18]=[C:17]3[N:21]([CH2:24][O:25][CH2:26][CH2:27][Si:28]([CH3:31])([CH3:30])[CH3:29])[N:22]=[CH:23][C:16]=23)[CH2:9]1)C1C=CC=CC=1.C([O-])=O.[NH4+]. Product: [CH3:32][N:14]([C@H:10]1[CH2:11][CH2:12][CH2:13][NH:8][CH2:9]1)[C:15]1[N:20]=[CH:19][N:18]=[C:17]2[N:21]([CH2:24][O:25][CH2:26][CH2:27][Si:28]([CH3:29])([CH3:30])[CH3:31])[N:22]=[CH:23][C:16]=12. The catalyst class is: 19. (2) Product: [C:23]([C:25]1[C:26]([O:12][CH2:11][CH2:10][CH2:9][C:8]2[C:4]([CH:1]([CH3:3])[CH3:2])=[N:5][N:6]([C:13]3[CH:18]=[CH:17][C:16]([C:19]([F:21])([F:20])[F:22])=[CH:15][N:14]=3)[CH:7]=2)=[C:27]([CH2:31][C:32]([O:34][CH3:35])=[O:33])[CH:28]=[CH:29][CH:30]=1)#[N:24]. Reactant: [CH:1]([C:4]1[C:8]([CH2:9][CH2:10][CH2:11][OH:12])=[CH:7][N:6]([C:13]2[CH:18]=[CH:17][C:16]([C:19]([F:22])([F:21])[F:20])=[CH:15][N:14]=2)[N:5]=1)([CH3:3])[CH3:2].[C:23]([C:25]1[C:26](O)=[C:27]([CH2:31][C:32]([O:34][CH3:35])=[O:33])[CH:28]=[CH:29][CH:30]=1)#[N:24].C(P(CCCC)CCCC)CCC.N(C(N1CCCCC1)=O)=NC(N1CCCCC1)=O. The catalyst class is: 7. (3) Reactant: [OH:1][CH:2]([C:11]1[CH:16]=[CH:15][C:14]([C:17]2[N:21]=[C:20]([C:22]3[O:26][N:25]=[C:24]([C:27]4[CH:32]=[CH:31][CH:30]=[CH:29][CH:28]=4)[C:23]=3[C:33]([F:36])([F:35])[F:34])[O:19][N:18]=2)=[CH:13][CH:12]=1)[C:3]([NH:5][CH2:6][CH2:7][C:8]([OH:10])=O)=[O:4].Cl.CN.[CH3:40][N:41]1CCOCC1.CN(C(ON1N=NC2C=CC=NC1=2)=[N+](C)C)C.F[P-](F)(F)(F)(F)F. The catalyst class is: 3. Product: [OH:1][CH:2]([C:11]1[CH:16]=[CH:15][C:14]([C:17]2[N:21]=[C:20]([C:22]3[O:26][N:25]=[C:24]([C:27]4[CH:28]=[CH:29][CH:30]=[CH:31][CH:32]=4)[C:23]=3[C:33]([F:36])([F:34])[F:35])[O:19][N:18]=2)=[CH:13][CH:12]=1)[C:3]([NH:5][CH2:6][CH2:7][C:8]([NH:41][CH3:40])=[O:10])=[O:4]. (4) Reactant: [S:1]1[CH:5]=[CH:4][CH:3]=[C:2]1[CH2:6][N:7]([CH2:14][C:15]1[S:16][CH:17]=[CH:18][CH:19]=1)[C:8](=[O:13])[O:9][CH2:10][CH2:11][NH2:12].Cl[C:21](Cl)([O:23]C(=O)OC(Cl)(Cl)Cl)Cl. Product: [S:1]1[CH:5]=[CH:4][CH:3]=[C:2]1[CH2:6][N:7]([CH2:14][C:15]1[S:16][CH:17]=[CH:18][CH:19]=1)[C:8](=[O:13])[O:9][CH2:10][CH2:11][N:12]=[C:21]=[O:23]. The catalyst class is: 503. (5) Reactant: [CH2:1]([O:3][C:4]1[CH:5]=[CH:6][C:7]([N+:12]([O-])=O)=[C:8]([CH2:10][OH:11])[CH:9]=1)[CH3:2].O.NN. Product: [NH2:12][C:7]1[CH:6]=[CH:5][C:4]([O:3][CH2:1][CH3:2])=[CH:9][C:8]=1[CH2:10][OH:11]. The catalyst class is: 50. (6) Reactant: [C:1]([O:5][C:6]([NH:8][C@H:9]1[CH2:23][CH2:22][N:21]([S:24]([C:27]2[CH:32]=[CH:31][CH:30]=[CH:29][C:28]=2[N+:33]([O-:35])=[O:34])(=[O:26])=[O:25])[CH2:20][CH2:19][CH:18]=[CH:17][C@@H:16]2[CH2:36][C@@:15]2([C:37](O)=[O:38])[NH:14][C:13](=[O:40])[C@@H:12]2[CH2:41][C@@H:42]([O:44][C:45]([N:47]3[CH2:55][C:54]4[C:49](=[CH:50][CH:51]=[CH:52][C:53]=4[F:56])[CH2:48]3)=[O:46])[CH2:43][N:11]2[C:10]1=[O:57])=[O:7])([CH3:4])([CH3:3])[CH3:2].N1(C(N2C=CN=C2)=O)C=CN=C1.[CH:70]1([S:73]([NH2:76])(=[O:75])=[O:74])[CH2:72][CH2:71]1.C1CCN2C(=NCCC2)CC1.S([O-])(O)(=O)=O.[K+]. Product: [F:56][C:53]1[CH:52]=[CH:51][CH:50]=[C:49]2[C:54]=1[CH2:55][N:47]([C:45]([O:44][C@H:42]1[CH2:43][N:11]3[C@H:12]([C:13](=[O:40])[NH:14][C@:15]4([C:37](=[O:38])[NH:76][S:73]([CH:70]5[CH2:72][CH2:71]5)(=[O:75])=[O:74])[CH2:36][C@H:16]4[CH:17]=[CH:18][CH2:19][CH2:20][N:21]([S:24]([C:27]4[CH:32]=[CH:31][CH:30]=[CH:29][C:28]=4[N+:33]([O-:35])=[O:34])(=[O:26])=[O:25])[CH2:22][CH2:23][C@H:9]([NH:8][C:6]([O:5][C:1]([CH3:4])([CH3:3])[CH3:2])=[O:7])[C:10]3=[O:57])[CH2:41]1)=[O:46])[CH2:48]2. The catalyst class is: 93.